Dataset: Catalyst prediction with 721,799 reactions and 888 catalyst types from USPTO. Task: Predict which catalyst facilitates the given reaction. Reactant: [Br:1]Br.[F:3][C:4]1[CH:9]=[CH:8][C:7]([C:10]2[CH:11]=[CH:12][C:13]3[N:14]([CH:16]=[CH:17][N:18]=3)[CH:15]=2)=[CH:6][CH:5]=1.C(=O)([O-])O.[Na+]. Product: [Br:1][C:16]1[N:14]2[CH:15]=[C:10]([C:7]3[CH:6]=[CH:5][C:4]([F:3])=[CH:9][CH:8]=3)[CH:11]=[CH:12][C:13]2=[N:18][CH:17]=1. The catalyst class is: 97.